From a dataset of Full USPTO retrosynthesis dataset with 1.9M reactions from patents (1976-2016). Predict the reactants needed to synthesize the given product. Given the product [Cl:1][C:2]1[CH:3]=[C:4]2[C:8](=[C:9]([CH3:11])[CH:10]=1)[N:7]([CH2:12][CH2:13][O:14][CH3:15])[CH:6]=[C:5]2[C:16]([OH:21])=[O:22], predict the reactants needed to synthesize it. The reactants are: [Cl:1][C:2]1[CH:3]=[C:4]2[C:8](=[C:9]([CH3:11])[CH:10]=1)[N:7]([CH2:12][CH2:13][O:14][CH3:15])[CH:6]=[C:5]2[C:16](=[O:21])C(F)(F)F.[OH-:22].[Na+].Cl.